This data is from Full USPTO retrosynthesis dataset with 1.9M reactions from patents (1976-2016). The task is: Predict the reactants needed to synthesize the given product. Given the product [NH2:1][C:2]1[C:3]([CH3:12])=[C:4]([C:9]([Cl:13])=[CH:10][CH:11]=1)[C:5]([O:7][CH3:8])=[O:6], predict the reactants needed to synthesize it. The reactants are: [NH2:1][C:2]1[C:3]([CH3:12])=[C:4]([CH:9]=[CH:10][CH:11]=1)[C:5]([O:7][CH3:8])=[O:6].[Cl:13]N1C(=O)CCC1=O.